From a dataset of Peptide-MHC class I binding affinity with 185,985 pairs from IEDB/IMGT. Regression. Given a peptide amino acid sequence and an MHC pseudo amino acid sequence, predict their binding affinity value. This is MHC class I binding data. The peptide sequence is SSGFYFEIAR. The MHC is HLA-A03:01 with pseudo-sequence HLA-A03:01. The binding affinity (normalized) is 0.0791.